This data is from Peptide-MHC class I binding affinity with 185,985 pairs from IEDB/IMGT. The task is: Regression. Given a peptide amino acid sequence and an MHC pseudo amino acid sequence, predict their binding affinity value. This is MHC class I binding data. (1) The peptide sequence is RAIEAQQHL. The MHC is HLA-B44:03 with pseudo-sequence HLA-B44:03. The binding affinity (normalized) is 0.179. (2) The peptide sequence is IVKQGRDAL. The MHC is HLA-B35:01 with pseudo-sequence HLA-B35:01. The binding affinity (normalized) is 0.0847. (3) The peptide sequence is IRKVEWPDL. The MHC is HLA-A02:19 with pseudo-sequence HLA-A02:19. The binding affinity (normalized) is 0.0847. (4) The peptide sequence is SSSGMDAYY. The MHC is HLA-A30:01 with pseudo-sequence HLA-A30:01. The binding affinity (normalized) is 0.0847. (5) The peptide sequence is YPNLNDLERL. The MHC is H-2-Db with pseudo-sequence H-2-Db. The binding affinity (normalized) is 0.0527. (6) The peptide sequence is APSYRNFSF. The MHC is HLA-B48:01 with pseudo-sequence HLA-B48:01. The binding affinity (normalized) is 0.0847.